This data is from Full USPTO retrosynthesis dataset with 1.9M reactions from patents (1976-2016). The task is: Predict the reactants needed to synthesize the given product. (1) Given the product [CH3:2][N:3]([CH3:4])[C:12]([C:14]1[C:18]([N+:19]([O-:21])=[O:20])=[CH:17][N:16]([CH2:22][CH2:23][O:24][CH3:25])[N:15]=1)=[O:13], predict the reactants needed to synthesize it. The reactants are: Cl.[CH3:2][NH:3][CH3:4].[Cl-].C[Al+]C.C(O[C:12]([C:14]1[C:18]([N+:19]([O-:21])=[O:20])=[CH:17][N:16]([CH2:22][CH2:23][O:24][CH3:25])[N:15]=1)=[O:13])C.O. (2) Given the product [CH2:12]([O:11][C:9]1[C:10]2[C:2]([C:42]#[N:43])=[CH:3][NH:4][C:5]=2[N:6]=[CH:7][N:8]=1)[CH:13]([CH3:14])[CH3:15], predict the reactants needed to synthesize it. The reactants are: I[C:2]1[C:10]2[C:9]([O:11][CH2:12][CH:13]([CH3:15])[CH3:14])=[N:8][CH:7]=[N:6][C:5]=2[N:4](C(OC(C)(C)C)=O)[CH:3]=1.C([Mg]Cl)(C)C.C1COCC1.C1(C)C=CC(S([C:42]#[N:43])(=O)=O)=CC=1. (3) Given the product [F:1][C:2]1[CH:7]=[CH:6][C:5]([C@:8]2([CH2:29][CH2:30][C:31]([NH2:33])=[O:32])[O:13][C:12](=[O:14])[N:11]([C@H:15]([C:17]3[CH:22]=[CH:21][C:20]([C:23]4[CH:24]=[N:25][CH:26]=[CH:27][CH:28]=4)=[CH:19][CH:18]=3)[CH3:16])[CH2:10][CH2:9]2)=[CH:4][CH:3]=1, predict the reactants needed to synthesize it. The reactants are: [F:1][C:2]1[CH:7]=[CH:6][C:5]([C@:8]2([CH2:29][CH2:30][CH2:31][OH:32])[O:13][C:12](=[O:14])[N:11]([C@H:15]([C:17]3[CH:22]=[CH:21][C:20]([C:23]4[CH:24]=[N:25][CH:26]=[CH:27][CH:28]=4)=[CH:19][CH:18]=3)[CH3:16])[CH2:10][CH2:9]2)=[CH:4][CH:3]=1.[NH3:33]. (4) Given the product [Br:1][C:2]1[CH:3]=[C:4]([NH2:10])[C:5]([CH2:8][CH3:9])=[N:6][CH:7]=1, predict the reactants needed to synthesize it. The reactants are: [Br:1][C:2]1[CH:3]=[C:4]([N+:10]([O-])=O)[C:5]([CH2:8][CH3:9])=[N:6][CH:7]=1.C(O)(=O)C.O.[OH-].[Na+]. (5) Given the product [F:33][C:30]1[CH:29]=[C:19]([CH:18]=[C:17]([C:4]2[N:5]=[CH:6][C:7]3[C:8]([C:10]4[CH:15]=[CH:14][C:13]([F:16])=[CH:12][CH:11]=4)=[N:35][NH:36][C:2]=3[CH:3]=2)[C:31]=1[CH3:32])[C:20]([NH:22][C:23]1[N:27]([CH3:28])[N:26]=[CH:25][CH:24]=1)=[O:21], predict the reactants needed to synthesize it. The reactants are: Cl[C:2]1[C:7]([C:8]([C:10]2[CH:15]=[CH:14][C:13]([F:16])=[CH:12][CH:11]=2)=O)=[CH:6][N:5]=[C:4]([C:17]2[CH:18]=[C:19]([CH:29]=[C:30]([F:33])[C:31]=2[CH3:32])[C:20]([NH:22][C:23]2[N:27]([CH3:28])[N:26]=[CH:25][CH:24]=2)=[O:21])[CH:3]=1.O.[NH2:35][NH2:36]. (6) Given the product [CH3:1][N:2]([CH3:26])[CH2:3][CH2:4][N:5]([CH3:25])[C:6]1[S:7][C:8]2[CH:14]=[C:13]([NH:15][C:16]([C:18]3[CH:23]=[N:22][C:21]([C:31]4[CH:32]=[CH:33][C:28]([F:27])=[CH:29][CH:30]=4)=[CH:20][N:19]=3)=[O:17])[CH:12]=[CH:11][C:9]=2[N:10]=1, predict the reactants needed to synthesize it. The reactants are: [CH3:1][N:2]([CH3:26])[CH2:3][CH2:4][N:5]([CH3:25])[C:6]1[S:7][C:8]2[CH:14]=[C:13]([NH:15][C:16]([C:18]3[CH:23]=[N:22][C:21](Cl)=[CH:20][N:19]=3)=[O:17])[CH:12]=[CH:11][C:9]=2[N:10]=1.[F:27][C:28]1[CH:33]=[CH:32][C:31](B(O)O)=[CH:30][CH:29]=1.C(=O)([O-])[O-].[K+].[K+].O1CCOCC1. (7) The reactants are: CO[C:3](=[O:28])[CH:4]([N:11]([CH:25]([CH3:27])[CH3:26])[C:12]([NH:14][CH:15]1[CH:22]2[CH2:23][CH:18]3[CH2:19][CH:20]([CH2:24][CH:16]1[CH2:17]3)[CH2:21]2)=[O:13])[C:5]1[CH:10]=[CH:9][CH:8]=[CH:7][CH:6]=1.C1(C)C=CC=CC=1.C(OCC)(=O)C.C12CC3CC(CC(C3)C1N1C=C(C3C=CC=CC=3)N(C(C)C)C1=O)C2. Given the product [CH:22]12[CH2:23][CH:18]3[CH2:19][CH:20]([CH2:24][CH:16]([CH2:17]3)[CH:15]1[N:14]1[C:3](=[O:28])[CH:4]([C:5]3[CH:6]=[CH:7][CH:8]=[CH:9][CH:10]=3)[N:11]([CH:25]([CH3:26])[CH3:27])[C:12]1=[O:13])[CH2:21]2, predict the reactants needed to synthesize it. (8) The reactants are: Cl[CH:2]([C:18]1[CH:23]=[CH:22][C:21]([F:24])=[CH:20][C:19]=1[F:25])[C:3]1[N:7]([CH3:8])[N:6]=[C:5]([CH3:9])[C:4]=1[C:10]1[C:15]([F:16])=[CH:14][CH:13]=[CH:12][C:11]=1[F:17].[CH3:26][S-:27].[Na+]. Given the product [F:17][C:11]1[CH:12]=[CH:13][CH:14]=[C:15]([F:16])[C:10]=1[C:4]1[C:5]([CH3:9])=[N:6][N:7]([CH3:8])[C:3]=1[CH:2]([C:18]1[CH:23]=[CH:22][C:21]([F:24])=[CH:20][C:19]=1[F:25])[S:27][CH3:26], predict the reactants needed to synthesize it.